From a dataset of Forward reaction prediction with 1.9M reactions from USPTO patents (1976-2016). Predict the product of the given reaction. (1) Given the reactants C(NC(C)C)(C)C.C([Li])CCC.[CH2:13]([CH:20]1[CH2:24][O:23][C:22](=[O:25])[N:21]1[C:26](=[O:36])[CH2:27][CH2:28][CH2:29][CH:30]1[CH2:35][CH2:34][CH2:33][CH2:32][CH2:31]1)[C:14]1[CH:19]=[CH:18][CH:17]=[CH:16][CH:15]=1.Br[CH2:38][C:39]([N:41]1[CH2:46][CH2:45][O:44][CH2:43][CH2:42]1)=[O:40].Cl, predict the reaction product. The product is: [CH2:13]([CH:20]1[CH2:24][O:23][C:22](=[O:25])[N:21]1[C:26](=[O:36])[CH:27]([CH2:28][CH2:29][CH:30]1[CH2:31][CH2:32][CH2:33][CH2:34][CH2:35]1)[CH2:38][C:39]([N:41]1[CH2:46][CH2:45][O:44][CH2:43][CH2:42]1)=[O:40])[C:14]1[CH:15]=[CH:16][CH:17]=[CH:18][CH:19]=1. (2) Given the reactants [NH2:1][C:2]1[CH:3]=[CH:4][C:5]([OH:11])=[C:6]([CH:10]=1)[C:7]([OH:9])=[O:8].C(N(CC)CC)C.[Br:19][C:20]([CH3:25])([CH3:24])[C:21](Br)=[O:22], predict the reaction product. The product is: [Br:19][C:20]([CH3:25])([CH3:24])[C:21]([NH:1][C:2]1[CH:3]=[CH:4][C:5]([OH:11])=[C:6]([CH:10]=1)[C:7]([OH:9])=[O:8])=[O:22]. (3) Given the reactants [C:1]([O:6][CH2:7][CH2:8][CH2:9][Si:10]([O:15][CH3:16])([O:13][CH3:14])[O:11][CH3:12])(=[O:5])[C:2]([CH3:4])=[CH2:3].[C:17]([O:22][C:23]([CH3:26])([CH3:25])[CH3:24])(=[O:21])[C:18]([CH3:20])=[CH2:19].[CH:27]12[CH2:33][CH:30]([CH:31]=[CH:32]1)[CH2:29][CH:28]2[C:34]([O:36][CH3:37])=[O:35].[C:38]1(=[O:44])[O:43][C:41](=[O:42])[CH:40]=[CH:39]1.N(C(C)(C)C#N)=NC(C)(C)C#N, predict the reaction product. The product is: [C:1]([O:6][CH2:7][CH2:8][CH2:9][Si:10]([O:15][CH3:16])([O:11][CH3:12])[O:13][CH3:14])(=[O:5])[C:2]([CH3:4])=[CH2:3].[C:17]([O:22][C:23]([CH3:26])([CH3:25])[CH3:24])(=[O:21])[C:18]([CH3:20])=[CH2:19].[CH:27]12[CH2:33][CH:30]([CH:31]=[CH:32]1)[CH2:29][CH:28]2[C:34]([O:36][CH3:37])=[O:35].[C:41]1(=[O:42])[O:43][C:38](=[O:44])[CH:39]=[CH:40]1. (4) Given the reactants Br[C:2]1[S:3][CH:4]=[C:5]([CH2:7][N:8]2[C:16]3[C:11](=[C:12]([C:19]([F:22])([F:21])[F:20])[C:13]([C:17]#[N:18])=[CH:14][CH:15]=3)[CH:10]=[C:9]2[CH3:23])[N:6]=1.[F:24][C:25]([F:36])([F:35])[C:26]1[CH:27]=[C:28](B(O)O)[CH:29]=[CH:30][CH:31]=1, predict the reaction product. The product is: [CH3:23][C:9]1[N:8]([CH2:7][C:5]2[N:6]=[C:2]([C:30]3[CH:29]=[CH:28][CH:27]=[C:26]([C:25]([F:36])([F:35])[F:24])[CH:31]=3)[S:3][CH:4]=2)[C:16]2[C:11]([CH:10]=1)=[C:12]([C:19]([F:22])([F:21])[F:20])[C:13]([C:17]#[N:18])=[CH:14][CH:15]=2. (5) Given the reactants [CH3:1][C:2]([C:12]1[CH:17]=[CH:16][CH:15]=[CH:14][N:13]=1)([CH3:11])[CH:3]([C:5]1[CH:10]=[CH:9][CH:8]=[CH:7][CH:6]=1)[NH2:4].Cl.C(OC(C)C)(=[O:21])C, predict the reaction product. The product is: [CH3:11][C:2]([C:12]1[CH:17]=[CH:16][CH:15]=[CH:14][N:13]=1)([CH3:1])[C@@H:3]([C:5]1[CH:10]=[CH:9][CH:8]=[CH:7][CH:6]=1)[NH2:4].[C:5]1([C:3](=[O:21])[CH:2]([C:12]2[CH:17]=[CH:16][CH:15]=[CH:14][N:13]=2)[CH3:1])[CH:10]=[CH:9][CH:8]=[CH:7][CH:6]=1. (6) Given the reactants [C:1]([C:3]1[C:4]([C:14]2[CH:19]=[CH:18][C:17]([O:20][CH2:21][C:22]3[CH:27]=[CH:26][CH:25]=[CH:24][C:23]=3[F:28])=[CH:16][CH:15]=2)=[C:5]([C:11](O)=O)[N:6]([CH3:10])[C:7]=1[CH2:8][CH3:9])#[N:2].[CH3:29][S:30]([NH2:33])(=[O:32])=[O:31].Cl.[CH3:35]N(C)CCCN=C=NCC.Cl, predict the reaction product. The product is: [C:1]([C:3]1[C:4]([C:14]2[CH:19]=[CH:18][C:17]([O:20][CH2:21][C:22]3[CH:27]=[CH:26][CH:25]=[CH:24][C:23]=3[F:28])=[CH:16][CH:15]=2)=[C:5]([C:11]([NH:33][S:30]([CH3:29])(=[O:32])=[O:31])=[CH2:35])[N:6]([CH3:10])[C:7]=1[CH2:8][CH3:9])#[N:2]. (7) Given the reactants [CH3:1][C:2]1[CH:7]=[CH:6][C:5]([CH3:8])=[CH:4][C:3]=1[N:9]1[CH2:14][CH2:13][N:12]([C:15]([C@@H:17]2[CH2:21][N:20]([S:22]([C:25]3[C:34]4[C:29](=[CH:30][CH:31]=[CH:32][CH:33]=4)[CH:28]=[CH:27][CH:26]=3)(=[O:24])=[O:23])[C:19](=[O:35])[NH:18]2)=[O:16])[CH2:11][CH2:10]1.[CH2:36](I)[CH2:37][CH3:38].[I-].[Na+], predict the reaction product. The product is: [CH3:1][C:2]1[CH:7]=[CH:6][C:5]([CH3:8])=[CH:4][C:3]=1[N:9]1[CH2:14][CH2:13][N:12]([C:15]([C@@H:17]2[CH2:21][N:20]([S:22]([C:25]3[C:34]4[C:29](=[CH:30][CH:31]=[CH:32][CH:33]=4)[CH:28]=[CH:27][CH:26]=3)(=[O:24])=[O:23])[C:19](=[O:35])[N:18]2[CH2:36][CH2:37][CH3:38])=[O:16])[CH2:11][CH2:10]1.